From a dataset of NCI-60 drug combinations with 297,098 pairs across 59 cell lines. Regression. Given two drug SMILES strings and cell line genomic features, predict the synergy score measuring deviation from expected non-interaction effect. Drug 1: C1=CC(=CC=C1CCCC(=O)O)N(CCCl)CCCl. Drug 2: C1C(C(OC1N2C=NC(=NC2=O)N)CO)O. Cell line: OVCAR-8. Synergy scores: CSS=30.7, Synergy_ZIP=-6.69, Synergy_Bliss=-1.85, Synergy_Loewe=-7.99, Synergy_HSA=4.15.